This data is from Reaction yield outcomes from USPTO patents with 853,638 reactions. The task is: Predict the reaction yield, written as a fraction of the theoretical maximum amount of product (1.0 means a 100% yield; for example, 0.34 means a 34% yield). (1) The reactants are Cl[C:2]1[CH:9]=[C:8]([C:10]2[C:14]([C:15]([F:18])([F:17])[F:16])=[CH:13][NH:12][N:11]=2)[CH:7]=[CH:6][C:3]=1[C:4]#[N:5].[F:19][C:20]([F:24])([F:23])[CH2:21][SH:22].C(=O)([O-])[O-].[K+].[K+].O. The catalyst is CN(C)C=O. The product is [F:19][C:20]([F:24])([F:23])[CH2:21][S:22][C:2]1[CH:9]=[C:8]([C:10]2[C:14]([C:15]([F:18])([F:17])[F:16])=[CH:13][NH:12][N:11]=2)[CH:7]=[CH:6][C:3]=1[C:4]#[N:5]. The yield is 0.571. (2) The reactants are [CH3:1][C:2]1[C:6]([CH2:7][N:8]2[CH:12]=[C:11]([N:13]3[C:17](=[O:18])[CH2:16][NH:15][C:14]3=[O:19])[CH:10]=[N:9]2)=[C:5]([CH3:20])[O:4][N:3]=1.[OH:21][C:22]1[CH:30]=[CH:29][C:25]([CH2:26][CH2:27]Br)=[CH:24][CH:23]=1. No catalyst specified. The product is [CH3:1][C:2]1[C:6]([CH2:7][N:8]2[CH:12]=[C:11]([N:13]3[C:17](=[O:18])[CH2:16][N:15]([CH2:27][CH2:26][C:25]4[CH:29]=[CH:30][C:22]([OH:21])=[CH:23][CH:24]=4)[C:14]3=[O:19])[CH:10]=[N:9]2)=[C:5]([CH3:20])[O:4][N:3]=1. The yield is 0.310. (3) The reactants are [NH:1]1[C:9]2[C:4](=[CH:5][CH:6]=[CH:7][CH:8]=2)[CH:3]=[C:2]1[CH2:10][C:11]#[N:12].C(N(CC)CC)C.[CH3:20][C:21]([O:24][C:25](O[C:25]([O:24][C:21]([CH3:23])([CH3:22])[CH3:20])=[O:26])=[O:26])([CH3:23])[CH3:22]. The catalyst is C(Cl)Cl.CN(C1C=CN=CC=1)C. The product is [C:25]([C:3]1[C:4]2[C:9](=[CH:8][CH:7]=[CH:6][CH:5]=2)[NH:1][C:2]=1[CH2:10][C:11]#[N:12])([O:24][C:21]([CH3:23])([CH3:22])[CH3:20])=[O:26]. The yield is 0.700. (4) The reactants are [C:1]([O:5][C:6]([NH:8][CH2:9][C:10]1[CH:18]=[CH:17][C:13]([C:14]([OH:16])=[O:15])=[C:12]([N+:19]([O-])=O)[CH:11]=1)=[O:7])([CH3:4])([CH3:3])[CH3:2]. The catalyst is CO.CCOCC.[Pd]. The product is [NH2:19][C:12]1[CH:11]=[C:10]([CH2:9][NH:8][C:6]([O:5][C:1]([CH3:4])([CH3:3])[CH3:2])=[O:7])[CH:18]=[CH:17][C:13]=1[C:14]([OH:16])=[O:15]. The yield is 0.840.